This data is from NCI-60 drug combinations with 297,098 pairs across 59 cell lines. The task is: Regression. Given two drug SMILES strings and cell line genomic features, predict the synergy score measuring deviation from expected non-interaction effect. (1) Drug 1: CC1C(C(CC(O1)OC2CC(CC3=C2C(=C4C(=C3O)C(=O)C5=C(C4=O)C(=CC=C5)OC)O)(C(=O)C)O)N)O.Cl. Drug 2: CC(C)CN1C=NC2=C1C3=CC=CC=C3N=C2N. Cell line: KM12. Synergy scores: CSS=19.8, Synergy_ZIP=0.721, Synergy_Bliss=0.761, Synergy_Loewe=-9.06, Synergy_HSA=-2.04. (2) Drug 1: CN(C)N=NC1=C(NC=N1)C(=O)N. Drug 2: CCC(=C(C1=CC=CC=C1)C2=CC=C(C=C2)OCCN(C)C)C3=CC=CC=C3.C(C(=O)O)C(CC(=O)O)(C(=O)O)O. Cell line: NCI/ADR-RES. Synergy scores: CSS=-3.57, Synergy_ZIP=0.316, Synergy_Bliss=-1.16, Synergy_Loewe=-3.63, Synergy_HSA=-3.23. (3) Drug 1: C1=NNC2=C1C(=O)NC=N2. Drug 2: CC(C)NC(=O)C1=CC=C(C=C1)CNNC.Cl. Cell line: UO-31. Synergy scores: CSS=0.774, Synergy_ZIP=0.138, Synergy_Bliss=-0.472, Synergy_Loewe=0.141, Synergy_HSA=-1.92. (4) Drug 1: CCN(CC)CCNC(=O)C1=C(NC(=C1C)C=C2C3=C(C=CC(=C3)F)NC2=O)C. Drug 2: C1CN(P(=O)(OC1)NCCCl)CCCl. Cell line: HCT-15. Synergy scores: CSS=-3.12, Synergy_ZIP=4.76, Synergy_Bliss=3.06, Synergy_Loewe=-72.1, Synergy_HSA=-5.84. (5) Drug 1: C1CN1P(=S)(N2CC2)N3CC3. Drug 2: C1CNP(=O)(OC1)N(CCCl)CCCl. Cell line: PC-3. Synergy scores: CSS=5.71, Synergy_ZIP=-3.61, Synergy_Bliss=-1.78, Synergy_Loewe=-5.71, Synergy_HSA=-1.79. (6) Drug 2: CC1CCC2CC(C(=CC=CC=CC(CC(C(=O)C(C(C(=CC(C(=O)CC(OC(=O)C3CCCCN3C(=O)C(=O)C1(O2)O)C(C)CC4CCC(C(C4)OC)OCCO)C)C)O)OC)C)C)C)OC. Synergy scores: CSS=18.6, Synergy_ZIP=-0.468, Synergy_Bliss=-1.36, Synergy_Loewe=-11.0, Synergy_HSA=-1.66. Drug 1: C1CCN(CC1)CCOC2=CC=C(C=C2)C(=O)C3=C(SC4=C3C=CC(=C4)O)C5=CC=C(C=C5)O. Cell line: MALME-3M.